Predict the reaction yield, written as a fraction of the theoretical maximum amount of product (1.0 means a 100% yield; for example, 0.34 means a 34% yield). From a dataset of Reaction yield outcomes from USPTO patents with 853,638 reactions. The reactants are [C:1]1([N:11]2[CH2:16][CH2:15][N:14]([CH2:17][CH2:18][CH2:19][CH2:20][O:21][C:22]3[CH:30]=[C:29]4[C:25]([CH:26]=[N:27][NH:28]4)=[CH:24][CH:23]=3)[CH2:13][CH2:12]2)[C:10]2[C:5](=[CH:6]C=C[CH:9]=2)[CH:4]=[CH:3][CH:2]=1.CC1C(C)=CC=CC=1N1CCNCC1. No catalyst specified. The product is [CH3:9][C:10]1[C:5]([CH3:6])=[CH:4][CH:3]=[CH:2][C:1]=1[N:11]1[CH2:16][CH2:15][N:14]([CH2:17][CH2:18][CH2:19][CH2:20][O:21][C:22]2[CH:30]=[C:29]3[C:25]([CH:26]=[N:27][NH:28]3)=[CH:24][CH:23]=2)[CH2:13][CH2:12]1. The yield is 0.550.